Dataset: Forward reaction prediction with 1.9M reactions from USPTO patents (1976-2016). Task: Predict the product of the given reaction. (1) Given the reactants [N:1]1[C:10]2[C:5](=[CH:6][CH:7]=[CH:8][CH:9]=2)[CH:4]=[CH:3][C:2]=1[NH:11][CH2:12][CH2:13][CH2:14][NH2:15].[C:16]1([CH:22]([C:25]2[CH:30]=[CH:29][CH:28]=[CH:27][CH:26]=2)[CH:23]=O)[CH:21]=[CH:20][CH:19]=[CH:18][CH:17]=1.[BH3-]C#N.[Na+], predict the reaction product. The product is: [C:16]1([CH:22]([C:25]2[CH:26]=[CH:27][CH:28]=[CH:29][CH:30]=2)[CH2:23][NH:15][CH2:14][CH2:13][CH2:12][NH:11][C:2]2[CH:3]=[CH:4][C:5]3[C:10](=[CH:9][CH:8]=[CH:7][CH:6]=3)[N:1]=2)[CH:21]=[CH:20][CH:19]=[CH:18][CH:17]=1. (2) Given the reactants [CH2:1]([O:3][C:4]([N:6]1[C:15]2[C:10](=[CH:11][CH:12]=[CH:13][CH:14]=2)[N:9]([CH:16]([C:19]2[CH:24]=[C:23]([C:25]([F:28])([F:27])[F:26])[CH:22]=[C:21]([C:29]([F:32])([F:31])[F:30])[CH:20]=2)[C:17]#[N:18])[CH2:8][CH:7]1[CH2:33][CH3:34])=[O:5])[CH3:2].[N-:35]=[N+:36]=[N-:37].[Na+].[NH4+].[Cl-].C([O-])(O)=O.[Na+], predict the reaction product. The product is: [CH2:1]([O:3][C:4]([N:6]1[C:15]2[C:10](=[CH:11][CH:12]=[CH:13][CH:14]=2)[N:9]([CH:16]([C:19]2[CH:24]=[C:23]([C:25]([F:26])([F:27])[F:28])[CH:22]=[C:21]([C:29]([F:32])([F:31])[F:30])[CH:20]=2)[C:17]2[N:35]=[N:36][NH:37][N:18]=2)[CH2:8][CH:7]1[CH2:33][CH3:34])=[O:5])[CH3:2]. (3) Given the reactants [N:1]1([S:7]([C:10]2[CH:11]=[C:12]([CH:16]=[CH:17][CH:18]=2)[C:13]([OH:15])=O)(=[O:9])=[O:8])[CH2:6][CH2:5][CH2:4][CH2:3][CH2:2]1.[CH:19]([O:22][C:23]1[N:28]=[CH:27][C:26]([NH2:29])=[CH:25][CH:24]=1)([CH3:21])[CH3:20], predict the reaction product. The product is: [CH:19]([O:22][C:23]1[N:28]=[CH:27][C:26]([NH:29][C:13](=[O:15])[C:12]2[CH:16]=[CH:17][CH:18]=[C:10]([S:7]([N:1]3[CH2:2][CH2:3][CH2:4][CH2:5][CH2:6]3)(=[O:8])=[O:9])[CH:11]=2)=[CH:25][CH:24]=1)([CH3:21])[CH3:20]. (4) Given the reactants [I:1][C:2]1[CH:7]=[CH:6][C:5]([NH:8][C:9]2[CH:14]=[CH:13][N:12]=[C:11](S(C)(=O)=O)[N:10]=2)=[CH:4][CH:3]=1.[NH3:19], predict the reaction product. The product is: [I:1][C:2]1[CH:7]=[CH:6][C:5]([NH:8][C:9]2[CH:14]=[CH:13][N:12]=[C:11]([NH2:19])[N:10]=2)=[CH:4][CH:3]=1. (5) Given the reactants [NH2:1][C:2]1[N:3]=[C:4]2[CH:9]=[CH:8][C:7]([O:10][C:11]3[CH:12]=[C:13]([NH:17][C:18]([C:20]4[N:24]([CH3:25])[N:23]=[C:22]([CH3:26])[CH:21]=4)=[O:19])[CH:14]=[CH:15][CH:16]=3)=[CH:6][N:5]2[CH:27]=1.C(N(CC)CC)C.[CH:35]1([C:38](Cl)=[O:39])[CH2:37][CH2:36]1, predict the reaction product. The product is: [CH:35]1([C:38]([NH:1][C:2]2[N:3]=[C:4]3[CH:9]=[CH:8][C:7]([O:10][C:11]4[CH:12]=[C:13]([NH:17][C:18]([C:20]5[N:24]([CH3:25])[N:23]=[C:22]([CH3:26])[CH:21]=5)=[O:19])[CH:14]=[CH:15][CH:16]=4)=[CH:6][N:5]3[CH:27]=2)=[O:39])[CH2:37][CH2:36]1. (6) Given the reactants [CH2:1]([O:3][C:4](=[O:17])[CH2:5][C:6](=O)[CH2:7][C:8](=O)[C:9]1[CH:14]=[CH:13][CH:12]=[CH:11][CH:10]=1)[CH3:2].[NH2:18][NH2:19], predict the reaction product. The product is: [CH2:1]([O:3][C:4](=[O:17])[CH2:5][C:6]1[CH:7]=[C:8]([C:9]2[CH:14]=[CH:13][CH:12]=[CH:11][CH:10]=2)[NH:19][N:18]=1)[CH3:2].